Dataset: Drug-target binding data from BindingDB using IC50 measurements. Task: Regression. Given a target protein amino acid sequence and a drug SMILES string, predict the binding affinity score between them. We predict pIC50 (pIC50 = -log10(IC50 in M); higher means more potent). Dataset: bindingdb_ic50. (1) The drug is CCN1CCC[C@@H]1CNC(=O)c1ccc2c(c1)NC(=O)/C(=C/c1ccccc1F)S2. The target protein sequence is MNNYQNNYIYNEKTLDFINNDQDNDNLKYLKEYVYFTTTNQFDVRKRITVSLNLLANASSKIFLLNSKDKLDLWKNMLIKSYIEVNYNLYPATYLIDTSCTNENVNINNNNNNNNKNKNNYCYSNTTVISCGYENYTKYIEEIYDSKYALSLYSNSLNKEELLTIIIFGCSGDLAKKKIYPALFKLFCNNSLPKDLLIIGFARTVQDFDTFFDKIVIYLKRCLLCYEDWSISKKKDLLNGFKNRCRYFVGNYSSSESFENFNKYLTTIEEEEAKKKYYATCYKMNGSDYNISNNVAEDNISIDDENKTNEYFQMCTPKNCPDNVFSSNYNFPYVINSILYLALPPHIFISTLKKIIKKNCLNSKGTDKILLEKPFGNDLDSFKMLSKQILENFNEQQIYRIDHYLGKDMVSGLLKLKFTNTFLLSLMNRHFIKCIKITLKETKGVYGRGQYFDPYGIIRDVMQNHMLQLLTLITMEDPIDLNDESVKNEKIKILKSIPSI.... The pIC50 is 6.0. (2) The drug is O=C(CCc1ccc(I)cc1)N[C@H]1CCOC1=O. The target protein (P35327) has sequence MNIKNINANEKIIDKIKTCNNNKDINQCLSEIAKIIHCEYYLFAIIYPHSIIKPDVSIIDNYPEKWRKYYDDAGLLEYDPVVDYSKSHHSPINWNVFEKKTIKKESPNVIKEAQESGLITGFSFPIHTASNGFGMLSFAHSDKDIYTDSLFLHASTNVPLMLPSLVDNYQKINTTRKKSDSILTKREKECLAWASEGKSTWDISKILGCSERTVTFHLTNTQMKLNTTNRCQSISKAILTGAINCPYLKN. The pIC50 is 6.2. (3) The small molecule is CC(=O)[C@@]1(O)CC[C@H]2[C@@H]3C[C@H](C)C4=CC(=O)C=C[C@]4(C)[C@@]3(F)[C@@H](O)C[C@@]21C. The target protein (O95342) has sequence MSDSVILRSIKKFGEENDGFESDKSYNNDKKSRLQDEKKGDGVRVGFFQLFRFSSSTDIWLMFVGSLCAFLHGIAQPGVLLIFGTMTDVFIDYDVELQELQIPGKACVNNTIVWTNSSLNQNMTNGTRCGLLNIESEMIKFASYYAGIAVAVLITGYIQICFWVIAAARQIQKMRKFYFRRIMRMEIGWFDCNSVGELNTRFSDDINKINDAIADQMALFIQRMTSTICGFLLGFFRGWKLTLVIISVSPLIGIGAATIGLSVSKFTDYELKAYAKAGVVADEVISSMRTVAAFGGEKREVERYEKNLVFAQRWGIRKGIVMGFFTGFVWCLIFLCYALAFWYGSTLVLDEGEYTPGTLVQIFLSVIVGALNLGNASPCLEAFATGRAAATSIFETIDRKPIIDCMSEDGYKLDRIKGEIEFHNVTFHYPSRPEVKILNDLNMVIKPGEMTALVGPSGAGKSTALQLIQRFYDPCEGMVTVDGHDIRSLNIQWLRDQIGI.... The pIC50 is 4.0. (4) The compound is CC[C@H](C)[C@H](NC(=O)[C@H]1CCCN1C(=O)CNC(=O)[C@H](C)NC(=O)[C@H](Cc1cnc[nH]1)NC(=O)[C@@H](N)C(C)C)C(=O)N[C@@H](C)C(N)=O. The target protein (P62937) has sequence MVNPTVFFDIAVDGEPLGRVSFELFADKVPKTAENFRALSTGEKGFGYKGSCFHRIIPGFMCQGGDFTRHNGTGGKSIYGEKFEDENFILKHTGPGILSMANAGPNTNGSQFFICTAKTEWLDGKHVVFGKVKEGMNIVEAMERFGSRNGKTSKKITIADCGQLE. The pIC50 is 2.7. (5) The compound is Cn1cc(C(=O)Nc2ccc3oc(SCc4ccc(OC(F)(F)F)cc4)nc3c2)c(C(F)F)n1. The target protein (D0VWV4) has sequence MAALLLRHVGRHCLRAHLSPQLCIRNAVPLGTTAKEEMERFWNKNLGSNRPLSPHITIYRWSLPMAMSICHRGTGIALSAGVSLFGLSALLLPGNFESHLELVKSLCLGPTLIYTAKFGIVFPLMYHTWNGIRHLIWDLGKGLTIPQLTQSGVVVLILTVLSSVGLAAM. The pIC50 is 8.0. (6) The compound is COc1ccc(S(=O)(=O)N(CC(=O)NC(c2ccccc2)c2ccccc2)[C@H](CCSCc2ccccc2)C(=O)NO)cc1. The target protein (P41245) has sequence MSPWQPLLLALLAFGCSSAAPYQRQPTFVVFPKDLKTSNLTDTQLAEAYLYRYGYTRAAQMMGEKQSLRPALLMLQKQLSLPQTGELDSQTLKAIRTPRCGVPDVGRFQTFKGLKWDHHNITYWIQNYSEDLPRDMIDDAFARAFAVWGEVAPLTFTRVYGPEADIVIQFGVAEHGDGYPFDGKDGLLAHAFPPGAGVQGDAHFDDDELWSLGKGVVIPTYYGNSNGAPCHFPFTFEGRSYSACTTDGRNDGTPWCSTTADYDKDGKFGFCPSERLYTEHGNGEGKPCVFPFIFEGRSYSACTTKGRSDGYRWCATTANYDQDKLYGFCPTRVDATVVGGNSAGELCVFPFVFLGKQYSSCTSDGRRDGRLWCATTSNFDTDKKWGFCPDQGYSLFLVAAHEFGHALGLDHSSVPEALMYPLYSYLEGFPLNKDDIDGIQYLYGRGSKPDPRPPATTTTEPQPTAPPTMCPTIPPTAYPTVGPTVGPTGAPSPGPTSSPS.... The pIC50 is 9.2.